Task: Predict which catalyst facilitates the given reaction.. Dataset: Catalyst prediction with 721,799 reactions and 888 catalyst types from USPTO (1) Reactant: [Cl:1][C:2]1[CH:7]=[C:6]([Cl:8])[CH:5]=[CH:4][C:3]=1[NH:9][C:10]1[N:15]=[C:14]([C:16]([F:19])([F:18])[F:17])[C:13]([C:20]([O:22]C)=[O:21])=[CH:12][N:11]=1.[OH-].[K+]. Product: [Cl:1][C:2]1[CH:7]=[C:6]([Cl:8])[CH:5]=[CH:4][C:3]=1[NH:9][C:10]1[N:15]=[C:14]([C:16]([F:17])([F:18])[F:19])[C:13]([C:20]([OH:22])=[O:21])=[CH:12][N:11]=1. The catalyst class is: 5. (2) Reactant: C([O:3][C:4](=[O:38])[C:5]([O:8][C:9]1[CH:14]=[CH:13][C:12]([O:15][CH2:16][C:17]2[N:21]([CH2:22][CH2:23][O:24][CH3:25])[C:20](=[O:26])[N:19]([C:27]3[CH:32]=[CH:31][C:30]([C:33]([F:36])([F:35])[F:34])=[CH:29][CH:28]=3)[N:18]=2)=[CH:11][C:10]=1[CH3:37])([CH3:7])[CH3:6])C.C1COCC1.[OH-].[K+]. Product: [CH3:25][O:24][CH2:23][CH2:22][N:21]1[C:20](=[O:26])[N:19]([C:27]2[CH:28]=[CH:29][C:30]([C:33]([F:34])([F:35])[F:36])=[CH:31][CH:32]=2)[N:18]=[C:17]1[CH2:16][O:15][C:12]1[CH:13]=[CH:14][C:9]([O:8][C:5]([CH3:7])([CH3:6])[C:4]([OH:38])=[O:3])=[C:10]([CH3:37])[CH:11]=1. The catalyst class is: 8. (3) Reactant: F[C:2]1[CH:10]=[CH:9][C:8]([S:11]([CH3:14])(=[O:13])=[O:12])=[CH:7][C:3]=1[C:4]([OH:6])=[O:5].C(=O)([O-])[O-].[Cs+].[Cs+].[F:21][C:22]([F:26])([F:25])[CH2:23][SH:24].Cl. Product: [CH3:14][S:11]([C:8]1[CH:9]=[CH:10][C:2]([S:24][CH2:23][C:22]([F:26])([F:25])[F:21])=[C:3]([CH:7]=1)[C:4]([OH:6])=[O:5])(=[O:13])=[O:12]. The catalyst class is: 9. (4) Reactant: N1C=CC(NC[CH:9]2[CH2:14][CH2:13][NH:12][CH2:11][CH2:10]2)=CN=1.O=C1CCC(=O)N1[O:22][C:23](=O)[O:24][CH2:25][C:26]1[CH:31]=[CH:30][CH:29]=[CH:28][CH:27]=1. Product: [CH2:25]([O:24][C:23]([N:12]1[CH2:11][CH2:10][CH2:9][CH2:14][CH2:13]1)=[O:22])[C:26]1[CH:31]=[CH:30][CH:29]=[CH:28][CH:27]=1. The catalyst class is: 3.